Dataset: Forward reaction prediction with 1.9M reactions from USPTO patents (1976-2016). Task: Predict the product of the given reaction. (1) Given the reactants FC(F)(F)C(O)=O.C(OC([NH:15][N:16]([C:30]1[CH:35]=[CH:34][C:33]([F:36])=[CH:32][C:31]=1[F:37])[C:17]([CH:19]1[C:24](=O)[C@:23]2([CH3:29])[C:26]([CH3:28])([CH3:27])[C@H:20]1[CH2:21][CH2:22]2)=[O:18])=O)(C)(C)C, predict the reaction product. The product is: [F:37][C:31]1[CH:32]=[C:33]([F:36])[CH:34]=[CH:35][C:30]=1[N:16]1[C:17](=[O:18])[C:19]2[C@H:20]3[C:26]([CH3:28])([CH3:27])[C@:23]([CH3:29])([CH2:22][CH2:21]3)[C:24]=2[NH:15]1. (2) Given the reactants ClC1C(Cl)=CC=CC=1N1[CH2:14][CH2:13][N:12]([CH2:15][CH2:16][CH2:17][CH2:18][O:19][C:20]2[CH:29]=[CH:28][C:27]3[C:22](=[C:23]([OH:30])[CH:24]=[CH:25][CH:26]=3)[N:21]=2)[CH2:11][CH2:10]1.[S:31]1[C:39]2CCNCC=2[CH:33]=[CH:32]1, predict the reaction product. The product is: [S:31]1[C:39]2[CH2:10][CH2:11][N:12]([CH2:15][CH2:16][CH2:17][CH2:18][O:19][C:20]3[CH:29]=[CH:28][C:27]4[C:22](=[C:23]([OH:30])[CH:24]=[CH:25][CH:26]=4)[N:21]=3)[CH2:13][C:14]=2[CH:33]=[CH:32]1. (3) Given the reactants [CH3:1][O:2][C:3]1[C:8]([O:9][CH3:10])=[CH:7][CH:6]=[CH:5][C:4]=1[C:11]1[CH:12]=[CH:13][C:14]([N:17]2[CH2:23][CH2:22][CH2:21][N:20]([C:24]3[CH:29]=[CH:28][C:27]([C:30]4[CH:35]=[CH:34][CH:33]=[C:32]([O:36][CH3:37])[C:31]=4[O:38][CH3:39])=[CH:26][N:25]=3)[CH2:19][CH2:18]2)=[N:15][CH:16]=1.[CH3:40][S:41]([OH:44])(=[O:43])=[O:42].CO, predict the reaction product. The product is: [CH3:40][S:41]([OH:44])(=[O:43])=[O:42].[CH3:40][S:41]([OH:44])(=[O:43])=[O:42].[CH3:39][O:38][C:31]1[C:32]([O:36][CH3:37])=[CH:33][CH:34]=[CH:35][C:30]=1[C:27]1[CH:28]=[CH:29][C:24]([N:20]2[CH2:21][CH2:22][CH2:23][N:17]([C:14]3[CH:13]=[CH:12][C:11]([C:4]4[CH:5]=[CH:6][CH:7]=[C:8]([O:9][CH3:10])[C:3]=4[O:2][CH3:1])=[CH:16][N:15]=3)[CH2:18][CH2:19]2)=[N:25][CH:26]=1. (4) Given the reactants C([O:4][CH:5]([CH2:22][C:23]1[CH:28]=[CH:27][C:26]([F:29])=[C:25]([O:30][C:31]2[CH:36]=[CH:35][CH:34]=[CH:33][CH:32]=2)[CH:24]=1)[C:6]([C@H:11]([C:15]1[CH:20]=[CH:19][C:18]([Cl:21])=[CH:17][CH:16]=1)[CH:12]1[CH2:14][CH2:13]1)([F:10])[C:7]([O-:9])=[O:8])(=O)C.[OH-].[Na+].CO, predict the reaction product. The product is: [Cl:21][C:18]1[CH:19]=[CH:20][C:15]([C@H:11]([CH:12]2[CH2:14][CH2:13]2)[C:6]([F:10])([CH:5]([OH:4])[CH2:22][C:23]2[CH:28]=[CH:27][C:26]([F:29])=[C:25]([O:30][C:31]3[CH:36]=[CH:35][CH:34]=[CH:33][CH:32]=3)[CH:24]=2)[C:7]([OH:9])=[O:8])=[CH:16][CH:17]=1. (5) Given the reactants C([O:3][C:4]([CH:6]1[CH2:11][CH2:10][N:9]([CH:12]2[CH2:18][CH2:17][CH2:16][N:15]([C:19]([O:21][CH2:22][CH3:23])=[O:20])[CH2:14][CH2:13]2)[CH2:8][CH2:7]1)=[O:5])C.[Li+].[OH-].Cl, predict the reaction product. The product is: [CH2:22]([O:21][C:19]([N:15]1[CH2:16][CH2:17][CH2:18][CH:12]([N:9]2[CH2:10][CH2:11][CH:6]([C:4]([OH:5])=[O:3])[CH2:7][CH2:8]2)[CH2:13][CH2:14]1)=[O:20])[CH3:23]. (6) Given the reactants [CH:1]1([C:9]([N:11]2[CH2:16][CH2:15][N:14]([CH:17]3[CH2:20][CH2:19][CH2:18]3)[CH2:13][CH2:12]2)=[O:10])[C:3]2([CH2:8][CH2:7][NH:6][CH2:5][CH2:4]2)[CH2:2]1.[S:21]1[CH2:26][CH2:25][CH2:24][C:23](=O)[CH2:22]1.C(O[BH-](OC(=O)C)OC(=O)C)(=O)C.[Na+], predict the reaction product. The product is: [CH:17]1([N:14]2[CH2:15][CH2:16][N:11]([C:9]([CH:1]3[C:3]4([CH2:8][CH2:7][N:6]([CH:23]5[CH2:24][CH2:25][CH2:26][S:21][CH2:22]5)[CH2:5][CH2:4]4)[CH2:2]3)=[O:10])[CH2:12][CH2:13]2)[CH2:18][CH2:19][CH2:20]1.